From a dataset of Reaction yield outcomes from USPTO patents with 853,638 reactions. Predict the reaction yield, written as a fraction of the theoretical maximum amount of product (1.0 means a 100% yield; for example, 0.34 means a 34% yield). (1) The reactants are Cl[C:2]1[C:7]2[O:8][C:9]3[N:10]=[C:11]([O:21][CH3:22])[C:12]4[CH2:13][CH2:14][C:15]([CH3:20])([CH3:19])[CH2:16][C:17]=4[C:18]=3[C:6]=2[N:5]=[CH:4][N:3]=1.[N:23]1[CH:28]=[CH:27][CH:26]=[C:25]([CH2:29][NH2:30])[CH:24]=1. The catalyst is C(O)C. The product is [CH3:22][O:21][C:11]1[C:12]2[CH2:13][CH2:14][C:15]([CH3:19])([CH3:20])[CH2:16][C:17]=2[C:18]2[C:6]3[C:7](=[C:2]([NH:30][CH2:29][C:25]4[CH:24]=[N:23][CH:28]=[CH:27][CH:26]=4)[N:3]=[CH:4][N:5]=3)[O:8][C:9]=2[N:10]=1. The yield is 0.810. (2) The reactants are [CH3:1][O:2][C:3]1[CH:8]=[CH:7][C:6]([C:9]2[O:13][C:12]([C:14]([N:16]3[CH2:19][CH:18]([O:20][C:21]4[CH:28]=[CH:27][C:24]([CH:25]=O)=[C:23]([CH3:29])[CH:22]=4)[CH2:17]3)=[O:15])=[N:11][N:10]=2)=[CH:5][CH:4]=1.Cl.[CH3:31][C:32]1([OH:36])[CH2:35][NH:34][CH2:33]1.C(N(CC)CC)C.C(O[BH-](OC(=O)C)OC(=O)C)(=O)C.[Na+]. The catalyst is C(Cl)Cl. The product is [OH:36][C:32]1([CH3:31])[CH2:35][N:34]([CH2:25][C:24]2[CH:27]=[CH:28][C:21]([O:20][CH:18]3[CH2:19][N:16]([C:14]([C:12]4[O:13][C:9]([C:6]5[CH:7]=[CH:8][C:3]([O:2][CH3:1])=[CH:4][CH:5]=5)=[N:10][N:11]=4)=[O:15])[CH2:17]3)=[CH:22][C:23]=2[CH3:29])[CH2:33]1. The yield is 0.570. (3) The reactants are [O:1]1[CH2:4][CH:3]([OH:5])[CH2:2]1.[H-].[Na+].[Cl:8][C:9]1[N:14]=[C:13](Cl)[CH:12]=[CH:11][N:10]=1. The catalyst is O1CCCC1.CN(C=O)C.C(OCC)(=O)C. The product is [Cl:8][C:9]1[N:14]=[C:13]([O:5][CH:3]2[CH2:4][O:1][CH2:2]2)[CH:12]=[CH:11][N:10]=1. The yield is 0.360.